The task is: Predict the product of the given reaction.. This data is from Forward reaction prediction with 1.9M reactions from USPTO patents (1976-2016). (1) Given the reactants [F:1][C:2]1[CH:21]=[C:20]([N+:22]([O-:24])=[O:23])[CH:19]=[CH:18][C:3]=1[O:4][C:5]1[CH:6]=[C:7]2[C:11](=[CH:12][C:13]=1C(O)=O)[N:10]([CH3:17])[N:9]=[CH:8]2.C1(P([N:39]=[N+]=[N-])(C2C=CC=CC=2)=O)C=CC=CC=1.C[C:43](C)=[O:44].[C:46]([OH:50])([CH3:49])([CH3:48])[CH3:47], predict the reaction product. The product is: [F:1][C:2]1[CH:21]=[C:20]([N+:22]([O-:24])=[O:23])[CH:19]=[CH:18][C:3]=1[O:4][C:5]1[CH:6]=[C:7]2[C:11](=[CH:12][C:13]=1[NH:39][C:43](=[O:44])[O:50][C:46]([CH3:49])([CH3:48])[CH3:47])[N:10]([CH3:17])[N:9]=[CH:8]2. (2) Given the reactants [OH:1][CH:2]1[CH2:7][CH2:6][N:5]([C:8]([N:10]2[CH2:15][CH:14]([C:16]3[CH:21]=[CH:20][C:19]([CH3:22])=[C:18]([C:23]([F:26])([F:25])[F:24])[CH:17]=3)[CH2:13][CH:12]([C:27]([OH:29])=O)[CH2:11]2)=[O:9])[CH2:4][CH2:3]1.O[N:31]=[C:32]([NH2:37])[CH2:33][CH2:34][O:35][CH3:36], predict the reaction product. The product is: [OH:1][CH:2]1[CH2:3][CH2:4][N:5]([C:8]([N:10]2[CH2:15][CH:14]([C:16]3[CH:21]=[CH:20][C:19]([CH3:22])=[C:18]([C:23]([F:24])([F:26])[F:25])[CH:17]=3)[CH2:13][CH:12]([C:27]3[O:29][N:37]=[C:32]([CH2:33][CH2:34][O:35][CH3:36])[N:31]=3)[CH2:11]2)=[O:9])[CH2:6][CH2:7]1. (3) The product is: [C:1]1([B:7]2[O:9][C:14]([CH3:16])([CH3:15])[C:11]([CH3:13])([CH3:12])[O:8]2)[CH:6]=[CH:5][CH:4]=[CH:3][CH:2]=1. Given the reactants [C:1]1([B:7]([OH:9])[OH:8])[CH:6]=[CH:5][CH:4]=[CH:3][CH:2]=1.O[C:11]([C:14](O)([CH3:16])[CH3:15])([CH3:13])[CH3:12], predict the reaction product. (4) The product is: [C:28]([C:25]1[CH:26]=[CH:27][C:22]([CH2:21][N:7]([CH2:8][CH2:9][C:10]2[CH:15]=[C:14]([C:16]([F:18])([F:19])[F:17])[CH:13]=[C:12]([F:20])[CH:11]=2)[C:5](=[O:6])[C:4]2[CH:3]=[C:2]([CH2:36][CH2:37][CH3:38])[CH:34]=[C:33]([Cl:35])[CH:32]=2)=[CH:23][CH:24]=1)([CH3:31])([CH3:29])[CH3:30]. Given the reactants Br[C:2]1[CH:3]=[C:4]([CH:32]=[C:33]([Cl:35])[CH:34]=1)[C:5]([N:7]([CH2:21][C:22]1[CH:27]=[CH:26][C:25]([C:28]([CH3:31])([CH3:30])[CH3:29])=[CH:24][CH:23]=1)[CH2:8][CH2:9][C:10]1[CH:15]=[C:14]([C:16]([F:19])([F:18])[F:17])[CH:13]=[C:12]([F:20])[CH:11]=1)=[O:6].[CH2:36](B(O)O)[CH2:37][CH3:38], predict the reaction product. (5) Given the reactants [C:1]([C:5]1[C:9]([C:10]#[N:11])=[C:8]([C:12]2[NH:31][C:15]3[C:16]([Cl:30])=[N:17][C:18]([C:20]4[CH:25]=[CH:24][CH:23]=[CH:22][C:21]=4[C:26]([F:29])([F:28])[F:27])=[CH:19][C:14]=3[N:13]=2)[N:7]([CH3:32])[N:6]=1)([CH3:4])([CH3:3])[CH3:2].Cl.CCOCC, predict the reaction product. The product is: [ClH:30].[C:1]([C:5]1[C:9]([C:10]#[N:11])=[C:8]([C:12]2[NH:31][C:15]3[C:16]([Cl:30])=[N:17][C:18]([C:20]4[CH:25]=[CH:24][CH:23]=[CH:22][C:21]=4[C:26]([F:28])([F:29])[F:27])=[CH:19][C:14]=3[N:13]=2)[N:7]([CH3:32])[N:6]=1)([CH3:4])([CH3:2])[CH3:3]. (6) Given the reactants CC[N:3]=C=NCCCN(C)C.C1C=CC2N(O)N=NC=2C=1.[CH:22]([C:25]1[CH:31]=[CH:30][CH:29]=[C:28]([CH:32]([CH3:34])[CH3:33])[C:26]=1N)([CH3:24])[CH3:23].[Br:35][CH2:36][CH2:37][CH2:38][C:39]([OH:41])=O, predict the reaction product. The product is: [Br:35][CH2:36][CH2:37][CH:38]([C:26]1[C:25]([CH:22]([CH3:24])[CH3:23])=[CH:31][CH:30]=[CH:29][C:28]=1[CH:32]([CH3:34])[CH3:33])[C:39]([NH2:3])=[O:41]. (7) Given the reactants [C:1]1([OH:7])[CH:6]=[CH:5][CH:4]=[CH:3][CH:2]=1.[Cl:8][C:9]1[CH:14]=[C:13](Cl)[N:12]=[C:11]([NH2:16])[CH:10]=1.[H-].[Na+].CS(C)=O, predict the reaction product. The product is: [Cl:8][C:9]1[CH:14]=[C:13]([O:7][C:1]2[CH:6]=[CH:5][CH:4]=[CH:3][CH:2]=2)[N:12]=[C:11]([NH2:16])[CH:10]=1. (8) Given the reactants C(OC([N:8]([C:16]1[N:21]=[CH:20][C:19]2[CH2:22][O:23][CH2:24][C:18]=2[CH:17]=1)C(=O)OC(C)(C)C)=O)(C)(C)C.FC(F)(F)C(O)=O.C1(C)C=CC=CC=1, predict the reaction product. The product is: [CH2:24]1[C:18]2[CH:17]=[C:16]([NH2:8])[N:21]=[CH:20][C:19]=2[CH2:22][O:23]1. (9) Given the reactants C(N(CC)CC)C.[Cl:8][C:9]1[C:14](I)=[CH:13][N:12]=[CH:11][N:10]=1.[C:16]([C:20]1[O:24][N:23]=[C:22]([NH:25][C:26]([NH:28][C:29]2[CH:34]=[CH:33][CH:32]=[C:31]([C:35]#[CH:36])[CH:30]=2)=[O:27])[CH:21]=1)([CH3:19])([CH3:18])[CH3:17], predict the reaction product. The product is: [C:16]([C:20]1[O:24][N:23]=[C:22]([NH:25][C:26]([NH:28][C:29]2[CH:34]=[CH:33][CH:32]=[C:31]([C:35]#[C:36][C:14]3[C:9]([Cl:8])=[N:10][CH:11]=[N:12][CH:13]=3)[CH:30]=2)=[O:27])[CH:21]=1)([CH3:19])([CH3:18])[CH3:17]. (10) Given the reactants [NH2:1][C:2]1[CH:12]=[CH:11][C:5]2[NH:6][C:7](=[O:10])[CH2:8][O:9][C:4]=2[CH:3]=1.Cl[CH2:14][C:15]([N:17]1[CH2:22][CH2:21][CH:20]([O:23][C:24]2[CH:29]=[CH:28][C:27]([CH3:30])=[CH:26][CH:25]=2)[CH2:19][CH2:18]1)=O.C([O:33]CC)C, predict the reaction product. The product is: [C:27]1([CH3:30])[CH:28]=[CH:29][C:24]([O:23][CH:20]2[CH2:21][CH2:22][N:17]([CH:15]([NH:1][C:2]3[CH:12]=[CH:11][C:5]4[NH:6][C:7](=[O:10])[CH2:8][O:9][C:4]=4[CH:3]=3)[CH:14]=[O:33])[CH2:18][CH2:19]2)=[CH:25][CH:26]=1.